The task is: Binary Classification. Given two protein amino acid sequences, predict whether they physically interact or not.. This data is from Human Reference Interactome with 51,813 positive PPI pairs across 8,248 proteins, plus equal number of experimentally-validated negative pairs. (1) Protein 1 (ENSG00000239704) has sequence MDARRMKKEEGLTENTGLPRKLLEMDARRMKKEEGLTENTGLPRKLLEKHDPWPAYVTYTSQTVKRLIEKSKTRELECMRALEERPWASRQNKPSSVIQPKRRKSSKSSGKAVFRDTLSESTLSMWGAYSVLAMAPTMIPEPTHLHADSRDCPTENYNKIIFARKPMMRMLPTVRY*. Protein 2 (ENSG00000168646) has sequence MSSAMLVTCLPDPSSSFREDAPRPPVPGEEGETPPCQPGVGKGQVTKPMPVSSNTRRNEDGLGEPEGRASPDSPLTRWTKSLHSLLGDQDGAYLFRTFLEREKCVDTLDFWFACNGFRQMNLKDTKTLRVAKAIYKRYIENNSIVSKQLKPATKTYIRDGIKKQQIDSIMFDQAQTEIQSVMEENAYQMFLTSDIYLEYVRSGGENTAYMSNGGLGSLKVVCGYLPTLNEEEEWTCADFKCKLSPTVVGLSSKTLRATASVRSTETVDSGYRSFKRSDPVNPYHIGSGYVFAPATSANDS.... Result: 0 (the proteins do not interact). (2) Protein 1 (ENSG00000168148) has sequence MARTKQTARKSTGGKAPRKQLATKVARKSAPATGGVKKPHRYRPGTVALREIRRYQKSTELLIRKLPFQRLMREIAQDFKTDLRFQSSAVMALQEACESYLVGLFEDTNLCVIHAKRVTIMPKDIQLARRIRGERA*. Protein 2 (ENSG00000108559) has sequence XGLGGELFLWDGEDSSFLVVRLRGPSGGGEEPALSQYQRLLCINPPLFEIYQVLLSPTQHHVALIGIKGLMVLELPKRWGKNSEFEGGKSTVNCSTTPVAERFFTSSTSLTLKHAAWYPSEILDPHVVLLTSDNVIRIYSLREPQTPTNVIILSEAEEESLVLNKGRAYTASLGETAVAFDFGPLAAVPKTLFGQNGKDEVVAYPLYILYENGETFLTYISLLHSPGNIGKLLGPLPMHPAAEDNYGYDACAVLCLPCVPNILVIATESGMLYHCVVLEGEEEDDHTSEKSWDSRIDLIP.... Result: 0 (the proteins do not interact).